Dataset: Full USPTO retrosynthesis dataset with 1.9M reactions from patents (1976-2016). Task: Predict the reactants needed to synthesize the given product. (1) Given the product [Br:11][CH2:12][C:13]([NH:1][C:2]1[CH:7]=[CH:6][C:5]([Cl:8])=[CH:4][C:3]=1[CH2:9][OH:10])=[O:14], predict the reactants needed to synthesize it. The reactants are: [NH2:1][C:2]1[CH:7]=[CH:6][C:5]([Cl:8])=[CH:4][C:3]=1[CH2:9][OH:10].[Br:11][CH2:12][C:13](Br)=[O:14].C(=O)([O-])[O-].[Na+].[Na+]. (2) The reactants are: Br[C:2]1[CH:7]=[N:6][CH:5]=[C:4]([CH3:8])[N:3]=1. Given the product [CH3:8][C:4]1[N:3]=[C:2]([NH:3][CH2:2][CH2:7][NH2:6])[CH:7]=[N:6][CH:5]=1, predict the reactants needed to synthesize it. (3) Given the product [Cl:28][C:24]1[N:23]=[C:22]([NH:21][C@H:19]([C:15]2[CH:14]=[C:13]([NH:12][S:8]([C:4]3[CH:3]=[N:2][CH:7]=[CH:6][CH:5]=3)(=[O:10])=[O:9])[CH:18]=[CH:17][CH:16]=2)[CH3:20])[CH:27]=[N:26][CH:25]=1, predict the reactants needed to synthesize it. The reactants are: Cl.[N:2]1[CH:7]=[CH:6][CH:5]=[C:4]([S:8](Cl)(=[O:10])=[O:9])[CH:3]=1.[NH2:12][C:13]1[CH:14]=[C:15]([C@@H:19]([NH:21][C:22]2[CH:27]=[N:26][CH:25]=[C:24]([Cl:28])[N:23]=2)[CH3:20])[CH:16]=[CH:17][CH:18]=1.C(N(CC)CC)C. (4) The reactants are: [Cl:1]S([N:5]=[C:6]=[O:7])(=O)=O.[OH:8][CH2:9][C@@H:10]([NH:22]C(=O)OC(C)(C)C)[CH2:11][C:12]1[CH:17]=[CH:16][CH:15]=[C:14]([C:18]([F:21])([F:20])[F:19])[CH:13]=1.O. Given the product [ClH:1].[C:6](=[O:7])([O:8][CH2:9][C@@H:10]([NH2:22])[CH2:11][C:12]1[CH:17]=[CH:16][CH:15]=[C:14]([C:18]([F:20])([F:21])[F:19])[CH:13]=1)[NH2:5], predict the reactants needed to synthesize it.